This data is from Catalyst prediction with 721,799 reactions and 888 catalyst types from USPTO. The task is: Predict which catalyst facilitates the given reaction. (1) Reactant: [Br:1][C:2]1[CH:3]=[C:4]2[C:9](=[CH:10][CH:11]=1)[CH:8]=[C:7]([OH:12])[CH:6]=[CH:5]2.[CH2:13](Br)[C:14]1[CH:19]=[CH:18][CH:17]=[CH:16][CH:15]=1.C(=O)([O-])[O-].[K+].[K+]. Product: [CH2:13]([O:12][C:7]1[CH:6]=[CH:5][C:4]2[C:9](=[CH:10][CH:11]=[C:2]([Br:1])[CH:3]=2)[CH:8]=1)[C:14]1[CH:19]=[CH:18][CH:17]=[CH:16][CH:15]=1. The catalyst class is: 131. (2) Reactant: [CH:1]1([CH3:13])[CH2:6][CH2:5][CH:4]([CH:7]([CH3:9])[CH3:8])[CH:3]([C:10]([OH:12])=O)[CH2:2]1.S(Cl)(Cl)=O.[NH2:18][C:19]1[CH:24]=[CH:23][C:22]([CH2:25][C:26]([NH2:28])=[O:27])=[CH:21][CH:20]=1.C(N(CC)CC)C. Product: [NH2:28][C:26](=[O:27])[CH2:25][C:22]1[CH:23]=[CH:24][C:19]([NH:18][C:10]([CH:3]2[CH2:2][C@H:1]([CH3:13])[CH2:6][CH2:5][C@H:4]2[CH:7]([CH3:8])[CH3:9])=[O:12])=[CH:20][CH:21]=1. The catalyst class is: 2. (3) Reactant: [Br:1][C:2]1[CH:3]=[C:4]2[C:10]([C:11]([NH2:13])=O)=[CH:9][NH:8][C:5]2=[N:6][CH:7]=1.C(N(CC)CC)C.FC(F)(F)C(OC(=O)C(F)(F)F)=O. Product: [Br:1][C:2]1[CH:3]=[C:4]2[C:10]([C:11]#[N:13])=[CH:9][NH:8][C:5]2=[N:6][CH:7]=1. The catalyst class is: 10. (4) Reactant: [Br:1][C:2]1C=C(N)[C:5]([NH:8][CH2:9][CH3:10])=[CH:6][CH:7]=1.[CH3:12][C:13]1[N:14]=[C:15](O)[C:16]2[C:17](=[N:19][O:20][N:21]=2)[N:18]=1. Product: [Br:1][C:2]1[CH:7]=[CH:6][C:5]2[N:8]([CH2:9][CH3:10])[C:15]([C:16]3[C:17]([NH2:18])=[N:19][O:20][N:21]=3)=[N:14][C:13]=2[CH:12]=1. The catalyst class is: 15. (5) Reactant: [CH3:1][C:2]1([CH3:18])[NH:7][C:6]2[CH:8]=[C:9]([C:11]3[CH:12]=[N:13][NH:14][C:15]=3[CH3:16])[S:10][C:5]=2[C:4](=[O:17])[NH:3]1.[Br:19]Br.C([O-])(O)=O.[Na+]. Product: [Br:19][C:8]1[C:6]2[NH:7][C:2]([CH3:18])([CH3:1])[NH:3][C:4](=[O:17])[C:5]=2[S:10][C:9]=1[C:11]1[CH:12]=[N:13][NH:14][C:15]=1[CH3:16]. The catalyst class is: 15. (6) Reactant: [N:1]1([C:6]2[CH:12]=[CH:11][C:9]([NH2:10])=[CH:8][CH:7]=2)[CH:5]=[CH:4][N:3]=[CH:2]1.C(N(CC)CC)C.Cl[C:21]1[C:26]([N+:27]([O-:29])=[O:28])=[CH:25][CH:24]=[C:23]([Cl:30])[N:22]=1. Product: [N:1]1([C:6]2[CH:12]=[CH:11][C:9]([NH:10][C:21]3[C:26]([N+:27]([O-:29])=[O:28])=[CH:25][CH:24]=[C:23]([Cl:30])[N:22]=3)=[CH:8][CH:7]=2)[CH:5]=[CH:4][N:3]=[CH:2]1. The catalyst class is: 125. (7) Reactant: [CH3:1][N:2]1[C:10]2[C:5](=[CH:6][CH:7]=[CH:8][CH:9]=2)[C:4]([CH3:11])=[C:3]1[CH2:12][NH:13][CH3:14].CCN(CC)CC.[C:22](Cl)(=[O:25])[CH:23]=[CH2:24]. Product: [CH3:1][N:2]1[C:10]2[C:5](=[CH:6][CH:7]=[CH:8][CH:9]=2)[C:4]([CH3:11])=[C:3]1[CH2:12][N:13]([CH3:14])[C:22](=[O:25])[CH:23]=[CH2:24]. The catalyst class is: 2. (8) Reactant: [CH3:1][O-].[Na+].[N:4]#[C:5][NH2:6].[Cl:7][C:8]1[CH:15]=[C:14]([N:16]=[C:17]=[S:18])[CH:13]=[C:12]([Cl:19])[C:9]=1[C:10]#[N:11].CI. Product: [C:5](/[N:6]=[C:17](\[S:18][CH3:1])/[NH:16][C:14]1[CH:15]=[C:8]([Cl:7])[C:9]([C:10]#[N:11])=[C:12]([Cl:19])[CH:13]=1)#[N:4]. The catalyst class is: 5. (9) Reactant: S(Cl)([Cl:3])=O.[S:5]1[C:9]([C:10](O)=[O:11])=[CH:8][C:7]2[CH:13]=[CH:14][CH:15]=[CH:16][C:6]1=2. Product: [S:5]1[C:9]([C:10]([Cl:3])=[O:11])=[CH:8][C:7]2[CH:13]=[CH:14][CH:15]=[CH:16][C:6]1=2. The catalyst class is: 575. (10) The catalyst class is: 1. Product: [Cl:1][C:2]1[CH:10]=[C:9]2[C:5]([C:6]([Sn:22]([CH2:24][CH2:25][CH2:26][CH3:27])([CH2:28][CH2:29][CH2:30][CH3:31])[CH2:18][CH2:19][CH2:20][CH3:21])=[N:7][N:8]2[CH3:11])=[CH:4][CH:3]=1. Reactant: [Cl:1][C:2]1[CH:10]=[C:9]2[C:5]([C:6](I)=[N:7][N:8]2[CH3:11])=[CH:4][CH:3]=1.C([Mg]Cl)(C)C.[CH2:18]([Sn:22]([CH2:28][CH2:29][CH2:30][CH3:31])([CH2:24][CH2:25][CH2:26][CH3:27])Cl)[CH2:19][CH2:20][CH3:21].